This data is from Reaction yield outcomes from USPTO patents with 853,638 reactions. The task is: Predict the reaction yield, written as a fraction of the theoretical maximum amount of product (1.0 means a 100% yield; for example, 0.34 means a 34% yield). The catalyst is BrBr.CC[O-].[Na+].O. The product is [CH3:1][C@@H:2]1[CH2:3][CH2:4][C:5](=[C:6]([CH3:7])[CH3:8])[CH:11]1[C:9]([O:10][CH2:18][CH3:19])=[O:13]. The reactants are [CH3:1][C@H:2]1[CH2:11][C:9](=[O:10])[C:5](=[C:6]([CH3:8])[CH3:7])[CH2:4][CH2:3]1.C([O-])(O)=[O:13].[Na+].Cl.[CH3:18][CH2:19]OCC. The yield is 0.640.